Dataset: Full USPTO retrosynthesis dataset with 1.9M reactions from patents (1976-2016). Task: Predict the reactants needed to synthesize the given product. Given the product [NH2:24][C:22](=[O:23])[CH:21]([NH:20][C:6]1[N:7]=[C:8]([NH:9][C:10]2[CH:11]=[C:12]3[C:17](=[CH:18][CH:19]=2)[N:16]=[CH:15][CH:14]=[CH:13]3)[C:3]([C:1]([NH2:2])=[O:36])=[N:4][CH:5]=1)[CH2:25][C:26]([F:28])([F:29])[F:27], predict the reactants needed to synthesize it. The reactants are: [C:1]([C:3]1[N:4]=[CH:5][C:6]([NH:20][CH:21]([CH2:25][C:26]([F:29])([F:28])[F:27])[C:22]([NH2:24])=[O:23])=[N:7][C:8]=1[NH:9][C:10]1[CH:11]=[C:12]2[C:17](=[CH:18][CH:19]=1)[N:16]=[CH:15][CH:14]=[CH:13]2)#[N:2].[OH-].[Na+].OO.CC(O)=[O:36].